Dataset: Peptide-MHC class I binding affinity with 185,985 pairs from IEDB/IMGT. Task: Regression. Given a peptide amino acid sequence and an MHC pseudo amino acid sequence, predict their binding affinity value. This is MHC class I binding data. (1) The peptide sequence is IMLVYCFLGY. The MHC is HLA-A26:01 with pseudo-sequence HLA-A26:01. The binding affinity (normalized) is 0.0145. (2) The peptide sequence is IVKQGRDAL. The MHC is HLA-B18:01 with pseudo-sequence HLA-B18:01. The binding affinity (normalized) is 0.0847.